Dataset: Forward reaction prediction with 1.9M reactions from USPTO patents (1976-2016). Task: Predict the product of the given reaction. (1) Given the reactants [OH:1][C:2]1[C:9]([OH:10])=[CH:8][CH:7]=[CH:6][C:3]=1[CH:4]=[O:5].C(=O)([O-])[O-].[K+].[K+].I[CH2:18][CH2:19][CH3:20].O, predict the reaction product. The product is: [OH:10][C:9]1[C:2]([O:1][CH2:18][CH2:19][CH3:20])=[C:3]([CH:6]=[CH:7][CH:8]=1)[CH:4]=[O:5]. (2) Given the reactants [Cl:1][C:2]1[CH:3]=[C:4]([CH:8]=[CH:9][C:10]=1[O:11][CH:12]([CH3:14])[CH3:13])[C:5]([OH:7])=O.C1C=CC2N(O)N=NC=2C=1.O[NH:26]/[C:27](=[N:54]\[H])/[C:28]1[N:29]=[CH:30][C:31]([CH2:47][CH2:48][C:49]([O:51][CH2:52][CH3:53])=[O:50])=[C:32]2[CH:36]=[CH:35][N:34](S(C3C=CC(C)=CC=3)(=O)=O)[C:33]=12.CCCC[N+](CCCC)(CCCC)CCCC.[F-], predict the reaction product. The product is: [Cl:1][C:2]1[CH:3]=[C:4]([C:5]2[O:7][N:26]=[C:27]([C:28]3[N:29]=[CH:30][C:31]([CH2:47][CH2:48][C:49]([O:51][CH2:52][CH3:53])=[O:50])=[C:32]4[CH:36]=[CH:35][NH:34][C:33]=34)[N:54]=2)[CH:8]=[CH:9][C:10]=1[O:11][CH:12]([CH3:14])[CH3:13].